Dataset: Forward reaction prediction with 1.9M reactions from USPTO patents (1976-2016). Task: Predict the product of the given reaction. (1) Given the reactants [N+:1]([C:4]1[CH:5]=[C:6]([OH:10])[CH:7]=[CH:8][CH:9]=1)([O-:3])=[O:2].[Br:11][CH2:12][CH2:13][CH2:14][CH2:15]Br, predict the reaction product. The product is: [Br:11][CH2:12][CH2:13][CH2:14][CH2:15][O:10][C:6]1[CH:7]=[CH:8][CH:9]=[C:4]([N+:1]([O-:3])=[O:2])[CH:5]=1. (2) Given the reactants [NH2:1][C@:2]12[CH2:37][CH2:36][C@@H:35]([C:38]([CH3:40])=[CH2:39])[C@@H:3]1[C@@H:4]1[C@@:17]([CH3:20])([CH2:18][CH2:19]2)[C@@:16]2([CH3:21])[C@@H:7]([C@:8]3([CH3:34])[C@@H:13]([CH2:14][CH2:15]2)[C:12]([CH3:23])([CH3:22])[C:11]([C:24]2[CH:33]=[CH:32][C:27]([C:28]([O:30]C)=[O:29])=[CH:26][CH:25]=2)=[CH:10][CH2:9]3)[CH2:6][CH2:5]1.[CH:41]([S:43]([CH:46]=[CH2:47])(=[O:45])=[O:44])=[CH2:42].CC[OH:50], predict the reaction product. The product is: [OH:50][CH2:42][CH2:41][S:43]([CH2:46][CH2:47][NH:1][C@:2]12[CH2:37][CH2:36][C@@H:35]([C:38]([CH3:40])=[CH2:39])[C@@H:3]1[C@@H:4]1[C@@:17]([CH3:20])([CH2:18][CH2:19]2)[C@@:16]2([CH3:21])[C@@H:7]([C@:8]3([CH3:34])[C@@H:13]([CH2:14][CH2:15]2)[C:12]([CH3:23])([CH3:22])[C:11]([C:24]2[CH:33]=[CH:32][C:27]([C:28]([OH:30])=[O:29])=[CH:26][CH:25]=2)=[CH:10][CH2:9]3)[CH2:6][CH2:5]1)(=[O:45])=[O:44]. (3) Given the reactants [CH2:1]1COC23OCCOC2([C@]2(CC[C@H]4[C@@H](C[C@@H](COC)C5[C@]4(C)CCCC5)[C@@H]2C3)C)[O:2]1.[C:31]([C@@H:33]1[CH:50]2[C@:45]([CH3:52])([CH2:46][CH2:47][C:48](=[O:51])[CH2:49]2)[C@@H:44]2[C@H:35]([C@H:36]3[C@@:40]([CH2:42][CH2:43]2)([CH3:41])[C:39](=[O:53])[CH2:38][CH2:37]3)[CH2:34]1)#N, predict the reaction product. The product is: [CH3:1][O:2][CH2:31][C@H:33]1[CH:50]2[C@:45]([CH3:52])([CH2:46][CH2:47][C:48](=[O:51])[CH2:49]2)[C@@H:44]2[C@H:35]([C@H:36]3[C@@:40]([CH2:42][CH2:43]2)([CH3:41])[C:39](=[O:53])[CH2:38][CH2:37]3)[CH2:34]1. (4) Given the reactants Cl.[F:2][C:3]1[CH:4]=[CH:5][C:6]([C:9]2[CH:14]=[CH:13][C:12]([CH2:15][C:16]([C:19]3[N:20](S(N(C)C)(=O)=O)[CH:21]=[C:22]([CH2:24][C:25]([CH3:32])([C:28]([F:31])([F:30])[F:29])[CH:26]=[CH2:27])[N:23]=3)([OH:18])[CH3:17])=[CH:11][CH:10]=2)=[N:7][CH:8]=1, predict the reaction product. The product is: [F:2][C:3]1[CH:4]=[CH:5][C:6]([C:9]2[CH:10]=[CH:11][C:12]([CH2:15][C:16]([C:19]3[NH:20][CH:21]=[C:22]([CH2:24][C:25]([CH3:32])([C:28]([F:31])([F:30])[F:29])[CH:26]=[CH2:27])[N:23]=3)([OH:18])[CH3:17])=[CH:13][CH:14]=2)=[N:7][CH:8]=1.